This data is from Forward reaction prediction with 1.9M reactions from USPTO patents (1976-2016). The task is: Predict the product of the given reaction. (1) Given the reactants [CH2:1]([N:3]1[C:7]2[CH:8]=[CH:9][C:10]([C:12]3[NH:13][C:14]([C:24](F)(F)F)=[N:15][C:16]=3[C:17]3[CH:18]=[C:19]([CH3:23])[CH:20]=[CH:21][CH:22]=3)=[CH:11][C:6]=2[N:5]([CH3:28])[C:4]1=[O:29])[CH3:2].CCN=C=NCCCN(C)C.[NH:41]1[CH2:46][CH2:45][O:44][CH2:43][CH2:42]1.C1C[O:50]CC1, predict the reaction product. The product is: [CH2:1]([N:3]1[C:7]2[CH:8]=[CH:9][C:10]([C:12]3[NH:13][C:14]([C:24]([N:41]4[CH2:46][CH2:45][O:44][CH2:43][CH2:42]4)=[O:50])=[N:15][C:16]=3[C:17]3[CH:18]=[C:19]([CH3:23])[CH:20]=[CH:21][CH:22]=3)=[CH:11][C:6]=2[N:5]([CH3:28])[C:4]1=[O:29])[CH3:2]. (2) Given the reactants Br[CH2:2][C:3]1[CH:8]=[CH:7][C:6]([N+:9]([O-:11])=[O:10])=[CH:5][C:4]=1[C:12]([F:15])([F:14])[F:13].CCN(CC)CC.[CH3:23][N:24]1[CH2:29][CH2:28][NH:27][CH2:26][CH2:25]1.C([O-])(O)=O.[Na+], predict the reaction product. The product is: [CH3:23][N:24]1[CH2:29][CH2:28][N:27]([CH2:2][C:3]2[CH:8]=[CH:7][C:6]([N+:9]([O-:11])=[O:10])=[CH:5][C:4]=2[C:12]([F:15])([F:14])[F:13])[CH2:26][CH2:25]1. (3) Given the reactants Br[C:2]1[CH:3]=[C:4]2[C:8](=[CH:9][CH:10]=1)[N:7]([CH:11]1[CH2:16][CH2:15][CH2:14][CH2:13][O:12]1)[N:6]=[C:5]2[C:17]1[N:22]=[C:21]([O:23][C@H:24]2[CH2:31][N:30]([C:32]([O:34][C:35]([CH3:38])([CH3:37])[CH3:36])=[O:33])[CH2:29][CH2:28][C:25]32[CH2:27][CH2:26]3)[CH:20]=[N:19][CH:18]=1.[Cl-].[C:40]([O:44][C:45](=[O:48])[CH2:46][Zn+])([CH3:43])([CH3:42])[CH3:41].CCOCC.N#N, predict the reaction product. The product is: [C:40]([O:44][C:45](=[O:48])[CH2:46][C:2]1[CH:3]=[C:4]2[C:8](=[CH:9][CH:10]=1)[N:7]([CH:11]1[CH2:16][CH2:15][CH2:14][CH2:13][O:12]1)[N:6]=[C:5]2[C:17]1[N:22]=[C:21]([O:23][C@H:24]2[CH2:31][N:30]([C:32]([O:34][C:35]([CH3:37])([CH3:36])[CH3:38])=[O:33])[CH2:29][CH2:28][C:25]32[CH2:27][CH2:26]3)[CH:20]=[N:19][CH:18]=1)([CH3:43])([CH3:42])[CH3:41]. (4) The product is: [CH3:40][C:41]1[CH:51]=[CH:50][CH:49]=[C:48]([CH3:52])[C:42]=1[O:43][CH2:44][C:45]([NH:1][C@@H:2]([CH2:33][C:34]1[CH:35]=[CH:36][CH:37]=[CH:38][CH:39]=1)[C@@H:3]([OH:32])[CH2:4][C@@H:5]([NH:19][C:20]([C@@H:22]([NH:27][C:28](=[O:31])[O:29][CH3:30])[C:23]([CH3:26])([CH3:25])[CH3:24])=[O:21])[CH2:6][C:7]1[CH:12]=[CH:11][C:10]([C:13]2[CH:18]=[CH:17][CH:16]=[CH:15][N:14]=2)=[CH:9][CH:8]=1)=[O:46]. Given the reactants [NH2:1][C@@H:2]([CH2:33][C:34]1[CH:39]=[CH:38][CH:37]=[CH:36][CH:35]=1)[C@@H:3]([OH:32])[CH2:4][C@@H:5]([NH:19][C:20]([C@@H:22]([NH:27][C:28](=[O:31])[O:29][CH3:30])[C:23]([CH3:26])([CH3:25])[CH3:24])=[O:21])[CH2:6][C:7]1[CH:12]=[CH:11][C:10]([C:13]2[CH:18]=[CH:17][CH:16]=[CH:15][N:14]=2)=[CH:9][CH:8]=1.[CH3:40][C:41]1[CH:51]=[CH:50][CH:49]=[C:48]([CH3:52])[C:42]=1[O:43][CH2:44][C:45](O)=[O:46].CCOP(ON1N=NC2C=CC=CC=2C1=O)(OCC)=O.C(N(CC)C(C)C)(C)C, predict the reaction product. (5) The product is: [Br:1][C:2]1[CH:3]=[CH:4][C:5]([OH:10])=[C:6]([CH:7]=[N:14][C:13]2[CH:15]=[CH:16][C:17]([Cl:19])=[CH:18][C:12]=2[Cl:11])[CH:9]=1. Given the reactants [Br:1][C:2]1[CH:9]=[C:6]([CH:7]=O)[C:5]([OH:10])=[CH:4][CH:3]=1.[Cl:11][C:12]1[CH:18]=[C:17]([Cl:19])[CH:16]=[CH:15][C:13]=1[NH2:14], predict the reaction product. (6) Given the reactants [CH3:1][C:2]1[CH:7]=[CH:6][C:5]([S:8](Cl)(=[O:10])=[O:9])=[CH:4][CH:3]=1.CCN(CC)CC.[NH2:19][CH2:20][C:21]1[CH:22]=[C:23]([CH:53]=[CH:54][CH:55]=1)[CH2:24][N:25]([CH2:38][C:39]1[CH:44]=[CH:43][C:42]([O:45][C:46]2[CH:51]=[CH:50][C:49]([F:52])=[CH:48][CH:47]=2)=[CH:41][CH:40]=1)[S:26]([C:29]1[CH:34]=[C:33]([Cl:35])[CH:32]=[C:31]([Cl:36])[C:30]=1[OH:37])(=[O:28])=[O:27], predict the reaction product. The product is: [Cl:36][C:31]1[C:30]([OH:37])=[C:29]([S:26]([N:25]([CH2:38][C:39]2[CH:44]=[CH:43][C:42]([O:45][C:46]3[CH:47]=[CH:48][C:49]([F:52])=[CH:50][CH:51]=3)=[CH:41][CH:40]=2)[CH2:24][C:23]2[CH:53]=[CH:54][CH:55]=[C:21]([CH2:20][NH:19][S:8]([C:5]3[CH:6]=[CH:7][C:2]([CH3:1])=[CH:3][CH:4]=3)(=[O:10])=[O:9])[CH:22]=2)(=[O:28])=[O:27])[CH:34]=[C:33]([Cl:35])[CH:32]=1.